Dataset: Catalyst prediction with 721,799 reactions and 888 catalyst types from USPTO. Task: Predict which catalyst facilitates the given reaction. (1) Reactant: [Br:1][C:2]1[CH:3]=[N:4][CH:5]=[C:6]2[C:11]=1[N:10]=[C:9]([C:12]([OH:14])=[O:13])[CH:8]=[CH:7]2.[C:15](=O)([O-])[O-].[Cs+].[Cs+].CI. Product: [CH3:15][O:13][C:12]([C:9]1[CH:8]=[CH:7][C:6]2[C:11](=[C:2]([Br:1])[CH:3]=[N:4][CH:5]=2)[N:10]=1)=[O:14]. The catalyst class is: 31. (2) Reactant: [C:1]([O:5][C:6]([NH:8][C:9]1[CH:14]=[CH:13][C:12]([C:15]2[S:16][CH:17]=[CH:18][CH:19]=2)=[CH:11][C:10]=1[NH:20][C:21]([C:23]1[CH:32]=[CH:31][C:26]([C:27]([O:29]C)=[O:28])=[CH:25][CH:24]=1)=[O:22])=[O:7])([CH3:4])([CH3:3])[CH3:2].O.CO.[Li+].[OH-]. Product: [C:1]([O:5][C:6]([NH:8][C:9]1[CH:14]=[CH:13][C:12]([C:15]2[S:16][CH:17]=[CH:18][CH:19]=2)=[CH:11][C:10]=1[NH:20][C:21]([C:23]1[CH:24]=[CH:25][C:26]([C:27]([OH:29])=[O:28])=[CH:31][CH:32]=1)=[O:22])=[O:7])([CH3:4])([CH3:2])[CH3:3]. The catalyst class is: 674. (3) Reactant: [F:1][C:2]1[CH:14]=[CH:13][C:5]2[NH:6][C:7]([C:9](Cl)(Cl)Cl)=[N:8][C:4]=2[CH:3]=1.[NH2:15][C:16]1[CH:21]=[CH:20][C:19]([C:22]2[CH:23]=[N:24][CH:25]=[C:26]([O:28][CH3:29])[CH:27]=2)=[CH:18][C:17]=1[OH:30].C(N(CC)CC)C.CO. The catalyst class is: 8. Product: [F:1][C:2]1[CH:14]=[CH:13][C:5]2[NH:6][C:7]([C:9]3[O:30][C:17]4[CH:18]=[C:19]([C:22]5[CH:23]=[N:24][CH:25]=[C:26]([O:28][CH3:29])[CH:27]=5)[CH:20]=[CH:21][C:16]=4[N:15]=3)=[N:8][C:4]=2[CH:3]=1. (4) Reactant: [C:1]([C:3]1[CH:4]=[N:5][CH:6]=[CH:7][CH:8]=1)#[CH:2].[CH2:9]([SnH:13]([CH2:18][CH2:19][CH2:20][CH3:21])[CH2:14][CH2:15][CH2:16][CH3:17])[CH2:10][CH2:11][CH3:12].CC(N=NC(C#N)(C)C)(C#N)C. Product: [CH2:18]([Sn:13]([CH2:9][CH2:10][CH2:11][CH3:12])([CH2:14][CH2:15][CH2:16][CH3:17])/[CH:2]=[CH:1]/[C:3]1[CH:4]=[N:5][CH:6]=[CH:7][CH:8]=1)[CH2:19][CH2:20][CH3:21]. The catalyst class is: 1. (5) Reactant: [C:1]([C:4]1[C:5](=[O:31])[N:6]([CH3:30])[C:7]2[C:12]([C:13]=1[NH2:14])=[CH:11][C:10]([C:15]1[CH:20]=[CH:19][C:18]([Cl:21])=[CH:17][CH:16]=1)=[C:9]([C:22]1[CH:27]=[CH:26][C:25]([Cl:28])=[CH:24][C:23]=1[Cl:29])[N:8]=2)(=[O:3])[CH3:2].[H-].[Na+].[CH3:34][O:35][CH2:36][C:37](Cl)=[O:38]. Product: [C:1]([C:4]1[C:5](=[O:31])[N:6]([CH3:30])[C:7]2[C:12]([C:13]=1[NH:14][C:37](=[O:38])[CH2:36][O:35][CH3:34])=[CH:11][C:10]([C:15]1[CH:16]=[CH:17][C:18]([Cl:21])=[CH:19][CH:20]=1)=[C:9]([C:22]1[CH:27]=[CH:26][C:25]([Cl:28])=[CH:24][C:23]=1[Cl:29])[N:8]=2)(=[O:3])[CH3:2]. The catalyst class is: 1. (6) Reactant: [C:1]([O:5][C:6]([N:8]1[CH2:12][CH2:11][C@@H:10]([NH:13][C:14]2[C:22]3[C:17](=[N:18][CH:19]=[CH:20][C:21]=3[O:23][C:24]3[CH:32]=[CH:31][C:27]([C:28]([OH:30])=O)=[CH:26][CH:25]=3)[N:16]([CH2:33][C:34]3[CH:39]=[CH:38][C:37]([O:40][CH3:41])=[CH:36][CH:35]=3)[N:15]=2)[CH2:9]1)=[O:7])([CH3:4])([CH3:3])[CH3:2].[N:42]1[CH:47]=[CH:46][CH:45]=[CH:44][C:43]=1[NH2:48].O=P(Cl)(Cl)Cl. Product: [CH3:41][O:40][C:37]1[CH:38]=[CH:39][C:34]([CH2:33][N:16]2[C:17]3=[N:18][CH:19]=[CH:20][C:21]([O:23][C:24]4[CH:32]=[CH:31][C:27]([C:28](=[O:30])[NH:48][C:43]5[CH:44]=[CH:45][CH:46]=[CH:47][N:42]=5)=[CH:26][CH:25]=4)=[C:22]3[C:14]([NH:13][C@@H:10]3[CH2:11][CH2:12][N:8]([C:6]([O:5][C:1]([CH3:4])([CH3:3])[CH3:2])=[O:7])[CH2:9]3)=[N:15]2)=[CH:35][CH:36]=1. The catalyst class is: 17.